From a dataset of Forward reaction prediction with 1.9M reactions from USPTO patents (1976-2016). Predict the product of the given reaction. (1) Given the reactants [NH2:1][C:2]1[N:3]=[CH:4][C:5]([C:18]2[CH:19]=[N:20][N:21]([CH2:23][C:24](O)=[O:25])[CH:22]=2)=[N:6][C:7]=1[NH:8][CH2:9][C:10]1[C:15]([Cl:16])=[CH:14][CH:13]=[CH:12][C:11]=1[Cl:17].C(Cl)CCl.C1C=CC2N(O)N=NC=2C=1.[NH2:41][CH:42]1[CH2:47][CH2:46][N:45]([C:48]([O:50][C:51]([CH3:54])([CH3:53])[CH3:52])=[O:49])[C@@H:44]([C:55]([O:57][C:58]([CH3:61])([CH3:60])[CH3:59])=[O:56])[CH2:43]1, predict the reaction product. The product is: [NH2:1][C:2]1[N:3]=[CH:4][C:5]([C:18]2[CH:19]=[N:20][N:21]([CH2:23][C:24]([NH:41][CH:42]3[CH2:47][CH2:46][N:45]([C:48]([O:50][C:51]([CH3:52])([CH3:53])[CH3:54])=[O:49])[C@@H:44]([C:55]([O:57][C:58]([CH3:61])([CH3:60])[CH3:59])=[O:56])[CH2:43]3)=[O:25])[CH:22]=2)=[N:6][C:7]=1[NH:8][CH2:9][C:10]1[C:15]([Cl:16])=[CH:14][CH:13]=[CH:12][C:11]=1[Cl:17]. (2) The product is: [Cl:1][C:2]1[N:3]([C:11]2[CH:12]=[CH:13][C:14]([O:15][CH2:16][CH2:17][CH2:18][N:19]3[CH2:24][CH2:23][CH:22]([CH2:25][OH:26])[CH2:21][CH2:20]3)=[CH:29][CH:30]=2)[N:4]=[C:5]2[C:10]=1[CH:9]=[CH:8][CH:7]=[CH:6]2. Given the reactants [Cl:1][C:2]1[N:3]([C:11]2[CH:30]=[CH:29][C:14]([O:15][CH2:16][CH2:17][CH2:18][N:19]3[CH2:24][CH2:23][CH:22]([C:25](OC)=[O:26])[CH2:21][CH2:20]3)=[CH:13][CH:12]=2)[N:4]=[C:5]2[C:10]=1[CH:9]=[CH:8][CH:7]=[CH:6]2.[BH4-].[Na+], predict the reaction product.